Dataset: Peptide-MHC class II binding affinity with 134,281 pairs from IEDB. Task: Regression. Given a peptide amino acid sequence and an MHC pseudo amino acid sequence, predict their binding affinity value. This is MHC class II binding data. (1) The peptide sequence is NMEKYQLAVTIMAIL. The MHC is DRB1_0401 with pseudo-sequence DRB1_0401. The binding affinity (normalized) is 0.718. (2) The peptide sequence is ADKVAYALAQGLKVI. The MHC is DRB1_0405 with pseudo-sequence DRB1_0405. The binding affinity (normalized) is 0.873. (3) The binding affinity (normalized) is 0.526. The MHC is DRB1_1101 with pseudo-sequence DRB1_1101. The peptide sequence is AQNGVRAMSSLGSSL. (4) The peptide sequence is AVWGKNSCAKNYNCK. The MHC is HLA-DQA10501-DQB10201 with pseudo-sequence HLA-DQA10501-DQB10201. The binding affinity (normalized) is 0. (5) The peptide sequence is AYESYKFIPALEAAV. The MHC is HLA-DQA10101-DQB10501 with pseudo-sequence HLA-DQA10101-DQB10501. The binding affinity (normalized) is 0.547. (6) The peptide sequence is VKREACPGTSVIIDG. The MHC is HLA-DQA10102-DQB10501 with pseudo-sequence HLA-DQA10102-DQB10501. The binding affinity (normalized) is 0.